From a dataset of Full USPTO retrosynthesis dataset with 1.9M reactions from patents (1976-2016). Predict the reactants needed to synthesize the given product. (1) Given the product [CH:10]1([S:9][C:5]2[N:4]=[C:3]([CH2:2][O:27][C:24]3[CH:25]=[CH:26][C:21]([CH2:20][CH2:19][C:18]([OH:30])=[O:17])=[CH:22][C:23]=3[O:28][CH3:29])[CH:8]=[CH:7][CH:6]=2)[CH2:14][CH2:13][CH2:12][CH2:11]1, predict the reactants needed to synthesize it. The reactants are: Cl[CH2:2][C:3]1[CH:8]=[CH:7][CH:6]=[C:5]([S:9][CH:10]2[CH2:14][CH2:13][CH2:12][CH2:11]2)[N:4]=1.C([O:17][C:18](=[O:30])[CH2:19][CH2:20][C:21]1[CH:26]=[CH:25][C:24]([OH:27])=[C:23]([O:28][CH3:29])[CH:22]=1)C. (2) Given the product [C:24]([O:28][C:29](=[O:35])[NH:30][CH2:31][CH2:32][CH2:33][NH:34][C:3]([C:5]1[N:6]=[CH:7][C:8]2[C:9](=[O:23])[N:10]([CH2:16][C:17]3[CH:18]=[CH:19][CH:20]=[CH:21][CH:22]=3)[CH:11]=[CH:12][C:13]=2[C:14]=1[OH:15])=[O:4])([CH3:27])([CH3:25])[CH3:26], predict the reactants needed to synthesize it. The reactants are: CO[C:3]([C:5]1[N:6]=[CH:7][C:8]2[C:9](=[O:23])[N:10]([CH2:16][C:17]3[CH:22]=[CH:21][CH:20]=[CH:19][CH:18]=3)[CH:11]=[CH:12][C:13]=2[C:14]=1[OH:15])=[O:4].[C:24]([O:28][C:29](=[O:35])[NH:30][CH2:31][CH2:32][CH2:33][NH2:34])([CH3:27])([CH3:26])[CH3:25]. (3) Given the product [CH3:1][O:2][C:3]([C:4]1[CH:5]=[C:6]([C:18]2[CH:19]=[CH:20][C:15]([C:14]([F:25])([F:24])[F:13])=[CH:16][CH:17]=2)[C:7]([OH:10])=[CH:8][CH:9]=1)=[O:12], predict the reactants needed to synthesize it. The reactants are: [CH3:1][O:2][C:3](=[O:12])[C:4]1[CH:9]=[CH:8][C:7]([OH:10])=[C:6](Br)[CH:5]=1.[F:13][C:14]([F:25])([F:24])[C:15]1[CH:20]=[CH:19][C:18](B(O)O)=[CH:17][CH:16]=1.C(=O)(O)[O-].[K+].ClCCl. (4) Given the product [C:1]([O:4][C@H:5]1[O:31][C@H:30]([CH2:32][O:33][C:34](=[O:36])[CH3:35])[C@@H:25]([O:26][C:27](=[O:29])[CH3:28])[C@H:11]([O:12][C:13](=[O:24])[NH2:14])[C@@H:6]1[O:7][C:8](=[O:10])[CH3:9])(=[O:3])[CH3:2], predict the reactants needed to synthesize it. The reactants are: [C:1]([O:4][C@H:5]1[O:31][C@H:30]([CH2:32][O:33][C:34](=[O:36])[CH3:35])[C@@H:25]([O:26][C:27](=[O:29])[CH3:28])[C@H:11]([O:12][C:13](=[O:24])[NH:14]C2C=CC([N+]([O-])=O)=CC=2)[C@@H:6]1[O:7][C:8](=[O:10])[CH3:9])(=[O:3])[CH3:2].C1COCC1.N. (5) Given the product [C:11]([CH:2]([NH2:1])[CH:3]([OH:5])[CH3:4])([O:10][C:6]([CH3:9])([CH3:8])[CH3:7])=[O:12], predict the reactants needed to synthesize it. The reactants are: [NH2:1][CH2:2][CH:3]([OH:5])[CH3:4].[C:6]([O:10][C:11](O[C:11]([O:10][C:6]([CH3:9])([CH3:8])[CH3:7])=[O:12])=[O:12])([CH3:9])([CH3:8])[CH3:7]. (6) The reactants are: Cl[C:2]1[CH:7]=[C:6]([Cl:8])[N:5]=[C:4]([S:9][CH2:10][C:11]2[CH:16]=[CH:15][CH:14]=[C:13]([O:17][CH3:18])[C:12]=2[F:19])[N:3]=1.[CH3:20][S:21]([NH2:24])(=[O:23])=[O:22].[H-].[Na+].[CH3:27][Si:28]([CH3:35])([CH3:34])[CH2:29][CH2:30][O:31][CH2:32]Cl. Given the product [Cl:8][C:6]1[N:5]=[C:4]([S:9][CH2:10][C:11]2[CH:16]=[CH:15][CH:14]=[C:13]([O:17][CH3:18])[C:12]=2[F:19])[N:3]=[C:2]([N:24]([CH2:32][O:31][CH2:30][CH2:29][Si:28]([CH3:35])([CH3:34])[CH3:27])[S:21]([CH3:20])(=[O:23])=[O:22])[CH:7]=1, predict the reactants needed to synthesize it.